Dataset: Peptide-MHC class I binding affinity with 185,985 pairs from IEDB/IMGT. Task: Regression. Given a peptide amino acid sequence and an MHC pseudo amino acid sequence, predict their binding affinity value. This is MHC class I binding data. (1) The peptide sequence is PSVRDLLDTA. The MHC is Patr-A0301 with pseudo-sequence Patr-A0301. The binding affinity (normalized) is 0. (2) The peptide sequence is SEPVLKGVKL. The MHC is HLA-B44:03 with pseudo-sequence HLA-B44:03. The binding affinity (normalized) is 0.407. (3) The peptide sequence is LQQHNIVHGK. The MHC is HLA-A68:01 with pseudo-sequence HLA-A68:01. The binding affinity (normalized) is 0.00402. (4) The peptide sequence is INPNMSCDDV. The MHC is H-2-Db with pseudo-sequence H-2-Db. The binding affinity (normalized) is 0. (5) The peptide sequence is KICEYIRSY. The MHC is HLA-B57:01 with pseudo-sequence HLA-B57:01. The binding affinity (normalized) is 0.251. (6) The peptide sequence is SYQEMIATL. The MHC is H-2-Kd with pseudo-sequence H-2-Kd. The binding affinity (normalized) is 0.603. (7) The peptide sequence is LMLHQQYNQ. The MHC is HLA-B51:01 with pseudo-sequence HLA-B51:01. The binding affinity (normalized) is 0.0847. (8) The peptide sequence is NVHRSQFAQ. The MHC is HLA-B35:01 with pseudo-sequence HLA-B35:01. The binding affinity (normalized) is 0.0847. (9) The peptide sequence is KDQAQLNAW. The MHC is Mamu-B52 with pseudo-sequence Mamu-B52. The binding affinity (normalized) is 0.327.